The task is: Predict the product of the given reaction.. This data is from Forward reaction prediction with 1.9M reactions from USPTO patents (1976-2016). (1) Given the reactants Br[C:2]1[C:3](Cl)=[CH:4][C:5]([N:8]([C:16]([O:18][C:19]([CH3:22])([CH3:21])[CH3:20])=[O:17])[C:9](=[O:15])[O:10][C:11]([CH3:14])([CH3:13])[CH3:12])=[N:6][CH:7]=1.CC(C1C=C(C(C)C)C(C2C=CC=CC=2P(C2CCCCC2)C2CCCCC2)=C(C(C)C)C=1)C.[O:58]1[CH2:63]COC[CH2:59]1, predict the reaction product. The product is: [C:11]([O:10][C:9]([N:8]([C:5]1[N:6]=[CH:7][C:2]2[CH2:59][O:58][CH2:63][C:3]=2[CH:4]=1)[C:16](=[O:17])[O:18][C:19]([CH3:22])([CH3:21])[CH3:20])=[O:15])([CH3:14])([CH3:13])[CH3:12]. (2) The product is: [NH2:5][C:6]1[CH:14]=[CH:13][C:9]([C:10]([O:12][CH2:20][CH3:21])=[O:11])=[CH:8][N:7]=1. Given the reactants S(Cl)(Cl)=O.[NH2:5][C:6]1[CH:14]=[CH:13][C:9]([C:10]([OH:12])=[O:11])=[CH:8][N:7]=1.S(=O)(=O)(O)O.[CH2:20](O)[CH3:21], predict the reaction product. (3) Given the reactants C(OC(=O)[NH:7][C:8]1[CH:13]=[CH:12][CH:11]=[C:10]([O:14][C:15]2[C:20]([CH2:21][CH3:22])=[N:19][C:18]([C:23](=[O:25])[NH2:24])=[C:17]([O:26][C:27]3[CH:32]=[CH:31][C:30]([C:33]4[CH2:34][CH2:35][N:36]([CH3:39])[CH2:37][CH:38]=4)=[CH:29][CH:28]=3)[N:16]=2)[CH:9]=1)(C)(C)C.FC(F)(F)C(O)=O.C(=O)([O-])O.[Na+], predict the reaction product. The product is: [NH2:7][C:8]1[CH:9]=[C:10]([CH:11]=[CH:12][CH:13]=1)[O:14][C:15]1[N:16]=[C:17]([O:26][C:27]2[CH:32]=[CH:31][C:30]([C:33]3[CH2:34][CH2:35][N:36]([CH3:39])[CH2:37][CH:38]=3)=[CH:29][CH:28]=2)[C:18]([C:23]([NH2:24])=[O:25])=[N:19][C:20]=1[CH2:21][CH3:22]. (4) Given the reactants Br[C:2]1[C:3](=[O:16])[CH:4]([CH2:9][CH:10]2[CH2:15][CH2:14][O:13][CH2:12][CH2:11]2)[CH2:5][C:6]=1[O:7][CH3:8].[CH3:17][N:18]1[C:26]2[CH:25]=[CH:24][C:23]([CH3:27])=[C:22](B(O)O)[C:21]=2[CH:20]=[N:19]1.[O-]P([O-])([O-])=O.[K+].[K+].[K+].C1(P(C2CCCCC2)C2C=CC=CC=2C2C(OC)=CC=CC=2OC)CCCCC1, predict the reaction product. The product is: [CH3:17][N:18]1[C:26]2[C:21](=[C:22]([C:2]3[C:3](=[O:16])[CH:4]([CH2:9][CH:10]4[CH2:15][CH2:14][O:13][CH2:12][CH2:11]4)[CH2:5][C:6]=3[O:7][CH3:8])[C:23]([CH3:27])=[CH:24][CH:25]=2)[CH:20]=[N:19]1.